This data is from Full USPTO retrosynthesis dataset with 1.9M reactions from patents (1976-2016). The task is: Predict the reactants needed to synthesize the given product. Given the product [C:3]([O:7][C:8](=[O:17])[C:9]1[CH:14]=[C:13]([CH3:15])[N:12]=[C:11]([NH:22][CH2:18][CH2:19][CH:20]=[CH2:21])[CH:10]=1)([CH3:6])([CH3:5])[CH3:4], predict the reactants needed to synthesize it. The reactants are: O=O.[C:3]([O:7][C:8](=[O:17])[C:9]1[CH:14]=[C:13]([CH3:15])[N:12]=[C:11](Cl)[CH:10]=1)([CH3:6])([CH3:5])[CH3:4].[CH2:18]([NH2:22])[CH2:19][CH:20]=[CH2:21].